Task: Predict the reactants needed to synthesize the given product.. Dataset: Full USPTO retrosynthesis dataset with 1.9M reactions from patents (1976-2016) (1) Given the product [Br:17][C:13]1[CH:12]=[C:11]([C:9](=[O:10])[CH2:8][N:1]2[CH2:6][CH2:5][O:4][CH2:3][CH2:2]2)[CH:16]=[CH:15][CH:14]=1, predict the reactants needed to synthesize it. The reactants are: [NH:1]1[CH2:6][CH2:5][O:4][CH2:3][CH2:2]1.Br[CH2:8][C:9]([C:11]1[CH:16]=[CH:15][CH:14]=[C:13]([Br:17])[CH:12]=1)=[O:10]. (2) The reactants are: [C:1]1([C:7]2[N:12]3[N:13]=[C:14]([OH:16])[CH:15]=[C:11]3[CH2:10][CH2:9][CH:8]=2)[CH:6]=[CH:5][CH:4]=[CH:3][CH:2]=1.C[Si]([N-][Si](C)(C)C)(C)C.[Na+].[F:27][C:28]([F:43])([S:39](F)(=[O:41])=[O:40])[C:29]([F:38])([F:37])[C:30]([F:36])([F:35])[C:31]([F:34])([F:33])[F:32]. Given the product [F:43][C:28]([F:27])([S:39]([O:16][C:14]1[CH:15]=[C:11]2[CH2:10][CH2:9][CH:8]=[C:7]([C:1]3[CH:2]=[CH:3][CH:4]=[CH:5][CH:6]=3)[N:12]2[N:13]=1)(=[O:41])=[O:40])[C:29]([F:37])([F:38])[C:30]([F:36])([F:35])[C:31]([F:34])([F:33])[F:32], predict the reactants needed to synthesize it. (3) Given the product [Cl:1][C:2]1[CH:3]=[CH:4][C:5]2[CH:15]([N:25]3[CH2:30][CH2:29][NH:28][CH2:27][CH2:26]3)[C:10]3=[N:11][CH:12]=[CH:13][CH:14]=[C:9]3[CH2:8][CH2:7][C:6]=2[CH:17]=1, predict the reactants needed to synthesize it. The reactants are: [Cl:1][C:2]1[CH:3]=[CH:4][C:5]2[CH:15](Cl)[C:10]3=[N:11][CH:12]=[CH:13][CH:14]=[C:9]3[CH2:8][CH2:7][C:6]=2[CH:17]=1.CCN(CC)CC.[NH:25]1[CH2:30][CH2:29][NH:28][CH2:27][CH2:26]1.[OH-].[Na+]. (4) Given the product [NH2:1][C:4]1[CH:20]=[CH:19][C:7]([C:8]([NH:10][C:11]([CH2:14][C:15]([CH3:18])([CH3:17])[CH3:16])([CH3:12])[CH3:13])=[O:9])=[CH:6][CH:5]=1, predict the reactants needed to synthesize it. The reactants are: [N+:1]([C:4]1[CH:20]=[CH:19][C:7]([C:8]([NH:10][C:11]([CH2:14][C:15]([CH3:18])([CH3:17])[CH3:16])([CH3:13])[CH3:12])=[O:9])=[CH:6][CH:5]=1)([O-])=O.O.[H][H]. (5) Given the product [C:1]([C:3]1([NH:6][C:7]([C@@H:9]2[CH2:13][C@@H:12]([S:14]([C:17]3[CH:22]=[CH:21][C:20]([F:23])=[CH:19][C:18]=3[Cl:24])(=[O:15])=[O:16])[CH2:11][C@H:10]2[CH2:25][O:26][C:31]2[CH:30]=[N:29][C:28]([Cl:27])=[CH:33][CH:32]=2)=[O:8])[CH2:5][CH2:4]1)#[N:2], predict the reactants needed to synthesize it. The reactants are: [C:1]([C:3]1([NH:6][C:7]([C@@H:9]2[CH2:13][C@@H:12]([S:14]([C:17]3[CH:22]=[CH:21][C:20]([F:23])=[CH:19][C:18]=3[Cl:24])(=[O:16])=[O:15])[CH2:11][C@H:10]2[CH2:25][OH:26])=[O:8])[CH2:5][CH2:4]1)#[N:2].[Cl:27][C:28]1[CH:33]=[CH:32][C:31](O)=[CH:30][N:29]=1.C1(P(C2C=CC=CC=2)C2C=CC=CC=2)C=CC=CC=1.C(OC(N=NC(OC(C)(C)C)=O)=O)(C)(C)C. (6) The reactants are: [N:1]1([C:5]([C:7]2[CH:37]=[CH:36][C:10]([O:11][C:12]3[CH:13]=[C:14]([CH:25]=[C:26]([O:28][C@H:29]4[CH2:33][CH2:32][N:31]([CH3:34])[C:30]4=[O:35])[CH:27]=3)[C:15]([NH:17][C:18]3[CH:23]=[N:22][C:21]([CH3:24])=[CH:20][N:19]=3)=[O:16])=[C:9](Cl)[CH:8]=2)=[O:6])[CH2:4][CH2:3][CH2:2]1. Given the product [N:1]1([C:5]([C:7]2[CH:37]=[CH:36][C:10]([O:11][C:12]3[CH:13]=[C:14]([CH:25]=[C:26]([O:28][C@H:29]4[CH2:33][CH2:32][N:31]([CH3:34])[C:30]4=[O:35])[CH:27]=3)[C:15]([NH:17][C:18]3[CH:23]=[N:22][C:21]([CH3:24])=[CH:20][N:19]=3)=[O:16])=[CH:9][CH:8]=2)=[O:6])[CH2:4][CH2:3][CH2:2]1, predict the reactants needed to synthesize it. (7) Given the product [N+:12]([C:15]1[CH:20]=[CH:19][CH:18]=[CH:17][C:16]=1[S:21][C:3]1[C:4]2[C:9](=[CH:8][C:7]([C:10]#[N:11])=[CH:6][CH:5]=2)[NH:1][CH:2]=1)([O-:14])=[O:13], predict the reactants needed to synthesize it. The reactants are: [NH:1]1[C:9]2[C:4](=[CH:5][CH:6]=[C:7]([C:10]#[N:11])[CH:8]=2)[CH:3]=[CH:2]1.[N+:12]([C:15]1[CH:20]=[CH:19][CH:18]=[CH:17][C:16]=1[S:21]Cl)([O-:14])=[O:13]. (8) Given the product [CH2:17]([O:1][C:2]1[CH:7]=[CH:6][C:5]([N+:8]([O-:10])=[O:9])=[CH:4][C:3]=1[C:11](=[O:14])[CH2:12][CH3:13])[C:18]([CH3:21])([CH3:20])[CH3:19], predict the reactants needed to synthesize it. The reactants are: [OH:1][C:2]1[CH:7]=[CH:6][C:5]([N+:8]([O-:10])=[O:9])=[CH:4][C:3]=1[C:11](=[O:14])[CH2:12][CH3:13].[H-].[Na+].[CH2:17](I)[C:18]([CH3:21])([CH3:20])[CH3:19].O. (9) The reactants are: Cl.[C:2]([NH2:10])(=[NH:9])[C:3]1[CH:8]=[CH:7][CH:6]=[CH:5][CH:4]=1.C(=O)([O-])[O-].[Na+].[Na+].CO[CH:19]=[CH:20][C:21](=O)[C:22]([O:26][CH3:27])([O:24][CH3:25])[CH3:23]. Given the product [CH3:25][O:24][C:22]([C:21]1[CH:20]=[CH:19][N:10]=[C:2]([C:3]2[CH:8]=[CH:7][CH:6]=[CH:5][CH:4]=2)[N:9]=1)([O:26][CH3:27])[CH3:23], predict the reactants needed to synthesize it.